This data is from Reaction yield outcomes from USPTO patents with 853,638 reactions. The task is: Predict the reaction yield, written as a fraction of the theoretical maximum amount of product (1.0 means a 100% yield; for example, 0.34 means a 34% yield). (1) The reactants are [Cl:1][C:2]1[CH:21]=[CH:20][C:5]([O:6][C:7]2[C:16]3[C:11](=[CH:12][C:13]([OH:19])=[C:14]([O:17][CH3:18])[CH:15]=3)[N:10]=[CH:9][N:8]=2)=[C:4]([F:22])[CH:3]=1.C(P(CCCC)CCCC)CCC.[O:36]=[S:37]1(=[O:47])[CH2:42][CH2:41][N:40]([CH2:43][CH2:44][CH2:45]O)[CH2:39][CH2:38]1.N(C(N1CCCCC1)=O)=NC(N1CCCCC1)=O. The catalyst is ClCCl.CCOCC. The product is [Cl:1][C:2]1[CH:21]=[CH:20][C:5]([O:6][C:7]2[C:16]3[C:11](=[CH:12][C:13]([O:19][CH2:45][CH2:44][CH2:43][N:40]4[CH2:39][CH2:38][S:37](=[O:47])(=[O:36])[CH2:42][CH2:41]4)=[C:14]([O:17][CH3:18])[CH:15]=3)[N:10]=[CH:9][N:8]=2)=[C:4]([F:22])[CH:3]=1. The yield is 0.700. (2) The reactants are [CH3:1][O:2][C:3]1[CH:4]=[C:5]([NH:11][C:12]2[C:17]([C:18]3[N:23]=[C:22]([CH3:24])[N:21]=[C:20]([N:25](CC4C=CC(OC)=CC=4)CC4C=CC(OC)=CC=4)[N:19]=3)=[CH:16][CH:15]=[CH:14][N:13]=2)[CH:6]=[CH:7][C:8]=1[O:9][CH3:10]. The catalyst is C(O)(C(F)(F)F)=O.CO. The product is [CH3:1][O:2][C:3]1[CH:4]=[C:5]([NH:11][C:12]2[C:17]([C:18]3[N:23]=[C:22]([CH3:24])[N:21]=[C:20]([NH2:25])[N:19]=3)=[CH:16][CH:15]=[CH:14][N:13]=2)[CH:6]=[CH:7][C:8]=1[O:9][CH3:10]. The yield is 0.111. (3) The reactants are Br[CH2:2][C:3]([C:5]1[CH:10]=[CH:9][CH:8]=[CH:7][CH:6]=1)=[O:4].C(=O)([O-])[O-].[K+].[K+].[C:17]1([SH:23])[CH:22]=[CH:21][CH:20]=[CH:19][CH:18]=1. The catalyst is C(O)C. The product is [C:5]1([C:3](=[O:4])[CH2:2][S:23][C:17]2[CH:22]=[CH:21][CH:20]=[CH:19][CH:18]=2)[CH:10]=[CH:9][CH:8]=[CH:7][CH:6]=1. The yield is 0.980. (4) The reactants are [C:1]([N:4]1[C:13]2[C:8](=[CH:9][C:10](Br)=[CH:11][CH:12]=2)[C@H:7]([NH2:15])[CH2:6][C@@H:5]1[CH3:16])(=[O:3])[CH3:2].CC1(C)C(C)(C)OB([C:25]2[CH:26]=[CH:27][C:28]([C:31]([O:33][CH3:34])=[O:32])=[N:29][CH:30]=2)O1.C(N(CC)CC)C.CO. The catalyst is COCCOC.C1C=CC(P(C2C=CC=CC=2)[C-]2C=CC=C2)=CC=1.C1C=CC(P(C2C=CC=CC=2)[C-]2C=CC=C2)=CC=1.Cl[Pd]Cl.[Fe+2]. The product is [C:1]([N:4]1[C:13]2[C:8](=[CH:9][C:10]([C:25]3[CH:26]=[CH:27][C:28]([C:31]([O:33][CH3:34])=[O:32])=[N:29][CH:30]=3)=[CH:11][CH:12]=2)[C@H:7]([NH2:15])[CH2:6][C@@H:5]1[CH3:16])(=[O:3])[CH3:2]. The yield is 0.870.